The task is: Predict the product of the given reaction.. This data is from Forward reaction prediction with 1.9M reactions from USPTO patents (1976-2016). (1) Given the reactants [N:1]1([C@@H:7]([CH2:12][N:13]([C:18]2[CH:23]=[CH:22][C:21]([O:24][C:25]3[CH:30]=[CH:29][C:28]([C:31]([F:34])([F:33])[F:32])=[CH:27][CH:26]=3)=[CH:20][CH:19]=2)[S:14]([CH3:17])(=[O:16])=[O:15])[C:8]([O:10]C)=[O:9])[CH2:6][CH2:5][O:4][CH2:3][CH2:2]1.Cl.CCCCCC, predict the reaction product. The product is: [N:1]1([C@@H:7]([CH2:12][N:13]([C:18]2[CH:19]=[CH:20][C:21]([O:24][C:25]3[CH:26]=[CH:27][C:28]([C:31]([F:34])([F:32])[F:33])=[CH:29][CH:30]=3)=[CH:22][CH:23]=2)[S:14]([CH3:17])(=[O:16])=[O:15])[C:8]([OH:10])=[O:9])[CH2:6][CH2:5][O:4][CH2:3][CH2:2]1. (2) Given the reactants [C:1]([O:5][C:6](=[O:40])[C@@H:7]([NH:11][C:12]([C@H:14]1[C@H:18]([C:19]2[CH:24]=[CH:23][CH:22]=[C:21]([Cl:25])[CH:20]=2)[C@:17]([C:28]2[CH:33]=[CH:32][C:31]([Cl:34])=[CH:30][CH:29]=2)([C:26]#[N:27])[C@H:16]([CH2:35][C:36]([CH3:39])([CH3:38])[CH3:37])[NH:15]1)=[O:13])[CH:8]([CH3:10])[CH3:9])(C)(C)C.C(OC(=O)[C@@H](NC([C@@H]1[C@@H](C2C=CC=C(Cl)C=2)[C@@](C2C=CC(Cl)=CC=2)(C#N)[C@@H](CC(C)(C)C)N1)=O)C(C)C)(C)(C)C.OS(O)(=O)=O, predict the reaction product. The product is: [CH3:1][O:5][C:6](=[O:40])[C@@H:7]([NH:11][C:12]([C@H:14]1[C@H:18]([C:19]2[CH:24]=[CH:23][CH:22]=[C:21]([Cl:25])[CH:20]=2)[C@:17]([C:28]2[CH:29]=[CH:30][C:31]([Cl:34])=[CH:32][CH:33]=2)([C:26]#[N:27])[C@H:16]([CH2:35][C:36]([CH3:37])([CH3:39])[CH3:38])[NH:15]1)=[O:13])[CH:8]([CH3:10])[CH3:9]. (3) Given the reactants [Cl:1][C:2]1[CH:9]=[CH:8][C:5]([C:6]#[N:7])=[C:4]([O:10][C:11]2[CH:16]=[C:15]([OH:17])[CH:14]=[C:13]([CH:18]=[O:19])[CH:12]=2)[CH:3]=1.[H-].[Na+].[CH3:22]I, predict the reaction product. The product is: [Cl:1][C:2]1[CH:9]=[CH:8][C:5]([C:6]#[N:7])=[C:4]([O:10][C:11]2[CH:16]=[C:15]([O:17][CH3:22])[CH:14]=[C:13]([CH:18]=[O:19])[CH:12]=2)[CH:3]=1. (4) Given the reactants Cl[C:2]1[N:7]=[CH:6][N:5]=[C:4]([C:8]([NH:10][C:11]2[CH:16]=[CH:15][C:14]([S:17](=[O:24])(=[O:23])[NH:18][CH2:19][CH2:20][O:21][CH3:22])=[CH:13][C:12]=2[CH3:25])=[O:9])[CH:3]=1.C(NC(C)C)(C)C.[CH:33]1([CH2:36][NH:37][CH2:38][CH2:39][CH3:40])[CH2:35][CH2:34]1, predict the reaction product. The product is: [CH:33]1([CH2:36][N:37]([CH2:38][CH2:39][CH3:40])[C:2]2[N:7]=[CH:6][N:5]=[C:4]([C:8]([NH:10][C:11]3[CH:16]=[CH:15][C:14]([S:17]([NH:18][CH2:19][CH2:20][O:21][CH3:22])(=[O:24])=[O:23])=[CH:13][C:12]=3[CH3:25])=[O:9])[CH:3]=2)[CH2:35][CH2:34]1. (5) Given the reactants [F:1][C:2]([C:5]1[N:9]([CH2:10][CH:11]2[CH2:16][CH2:15][O:14][CH2:13][CH2:12]2)[C:8]2[CH:17]=[CH:18][C:19]([N:21]([CH3:34])[S:22]([C:25]3[CH:30]=[CH:29][C:28]([N+:31]([O-])=O)=[CH:27][CH:26]=3)(=[O:24])=[O:23])=[CH:20][C:7]=2[N:6]=1)([F:4])[CH3:3], predict the reaction product. The product is: [NH2:31][C:28]1[CH:27]=[CH:26][C:25]([S:22]([N:21]([C:19]2[CH:18]=[CH:17][C:8]3[N:9]([CH2:10][CH:11]4[CH2:16][CH2:15][O:14][CH2:13][CH2:12]4)[C:5]([C:2]([F:1])([F:4])[CH3:3])=[N:6][C:7]=3[CH:20]=2)[CH3:34])(=[O:23])=[O:24])=[CH:30][CH:29]=1.